From a dataset of Reaction yield outcomes from USPTO patents with 853,638 reactions. Predict the reaction yield, written as a fraction of the theoretical maximum amount of product (1.0 means a 100% yield; for example, 0.34 means a 34% yield). (1) The reactants are [CH3:1][O:2][C:3]1[CH:4]=[C:5]([CH:8]=[CH:9][C:10]=1[O:11][CH3:12])[CH:6]=O.[S:13]1[C:17]2[CH:18]=[CH:19][CH:20]=[CH:21][C:16]=2[N:15]=[C:14]1[CH2:22][C:23]#[N:24]. The yield is 0.890. The product is [S:13]1[C:17]2[CH:18]=[CH:19][CH:20]=[CH:21][C:16]=2[N:15]=[C:14]1/[C:22](=[CH:6]/[C:5]1[CH:8]=[CH:9][C:10]([O:11][CH3:12])=[C:3]([O:2][CH3:1])[CH:4]=1)/[C:23]#[N:24]. No catalyst specified. (2) The reactants are [CH3:1][S:2][C:3]1[N:8]=[C:7]([CH2:9][OH:10])[CH:6]=[CH:5][N:4]=1.[Cl:11][C:12]1[CH:17]=[CH:16][C:15](O)=[CH:14][CH:13]=1.C1(P(C2C=CC=CC=2)C2C=CC=CC=2)C=CC=CC=1.N(C(N1CCCCC1)=O)=NC(N1CCCCC1)=O. The yield is 0.940. The product is [Cl:11][C:12]1[CH:17]=[CH:16][C:15]([O:10][CH2:9][C:7]2[CH:6]=[CH:5][N:4]=[C:3]([S:2][CH3:1])[N:8]=2)=[CH:14][CH:13]=1. The catalyst is C1COCC1.